Dataset: Catalyst prediction with 721,799 reactions and 888 catalyst types from USPTO. Task: Predict which catalyst facilitates the given reaction. (1) Reactant: [OH-].[NH4+:2].Cl[C:4]([CH:6]([CH3:28])[CH2:7][CH2:8][N:9]1[C:13]2[CH:14]=[CH:15][CH:16]=[C:17]([CH3:18])[C:12]=2[N:11]=[C:10]1[CH2:19][O:20][C:21]1[CH:26]=[CH:25][C:24]([Cl:27])=[CH:23][CH:22]=1)=[O:5]. Product: [C:4]([CH:6]([CH3:28])[CH2:7][CH2:8][N:9]1[C:13]2[CH:14]=[CH:15][CH:16]=[C:17]([CH3:18])[C:12]=2[N:11]=[C:10]1[CH2:19][O:20][C:21]1[CH:22]=[CH:23][C:24]([Cl:27])=[CH:25][CH:26]=1)(=[O:5])[NH2:2]. The catalyst class is: 5. (2) Reactant: [CH2:1]([N:3]([CH2:36][CH3:37])[CH2:4][CH2:5][CH2:6][NH:7][C:8]1[N:9]=[C:10]([C:27]2[CH:28]=[C:29]([CH:33]=[CH:34][CH:35]=2)[C:30]([OH:32])=O)[C:11]2[CH:17]=[CH:16][C:15](=[O:18])[N:14]([C:19]3[C:24]([F:25])=[CH:23][CH:22]=[CH:21][C:20]=3[F:26])[C:12]=2[N:13]=1)[CH3:2].CN(C(O[N:46]1N=N[C:48]2[CH:49]=CC=C[C:47]1=2)=[N+](C)C)C.F[P-](F)(F)(F)(F)F.C(N(CC)CC)C.C(N)CC. Product: [CH2:1]([N:3]([CH2:36][CH3:37])[CH2:4][CH2:5][CH2:6][NH:7][C:8]1[N:9]=[C:10]([C:27]2[CH:28]=[C:29]([CH:33]=[CH:34][CH:35]=2)[C:30]([NH:46][CH2:47][CH2:48][CH3:49])=[O:32])[C:11]2[CH:17]=[CH:16][C:15](=[O:18])[N:14]([C:19]3[C:20]([F:26])=[CH:21][CH:22]=[CH:23][C:24]=3[F:25])[C:12]=2[N:13]=1)[CH3:2]. The catalyst class is: 3. (3) Reactant: [CH3:1][C:2]([Si:5]([CH3:24])([CH3:23])[O:6][CH:7]1[CH2:11][CH:10](O)[C:9](=[CH2:13])[CH:8]1[CH2:14][O:15][Si:16]([C:19]([CH3:22])([CH3:21])[CH3:20])([CH3:18])[CH3:17])([CH3:4])[CH3:3].C1(P(C2C=CC=CC=2)C2C=CC=CC=2)C=CC=CC=1.[NH2:44][C:45]1[N:53]=[C:52]2[C:48]([NH:49][CH:50]=[N:51]2)=[C:47]([Cl:54])[N:46]=1.N(C(OCC)=O)=NC(OCC)=O. Product: [Cl:54][C:47]1[N:46]=[C:45]([NH2:44])[N:53]=[C:52]2[C:48]=1[N:49]=[CH:50][N:51]2[CH:10]1[CH2:11][CH:14]([O:15][Si:16]([C:19]([CH3:22])([CH3:21])[CH3:20])([CH3:18])[CH3:17])[CH:8]([CH2:7][O:6][Si:5]([C:2]([CH3:4])([CH3:1])[CH3:3])([CH3:24])[CH3:23])[C:9]1=[CH2:13]. The catalyst class is: 76. (4) Reactant: [Cl-].[Cl-].[Cl-].[Al+3].[NH:5]1[C:9]2=[N:10][CH:11]=[CH:12][CH:13]=[C:8]2[CH:7]=[CH:6]1.[Cl:14][C:15]1[N:20]=[CH:19][C:18]([C:21](Cl)=[O:22])=[CH:17][CH:16]=1.CO. Product: [Cl:14][C:15]1[N:20]=[CH:19][C:18]([C:21]([C:7]2[C:8]3[C:9](=[N:10][CH:11]=[CH:12][CH:13]=3)[NH:5][CH:6]=2)=[O:22])=[CH:17][CH:16]=1. The catalyst class is: 4. (5) Reactant: [Cr](O[Cr]([O-])(=O)=O)([O-])(=O)=O.[NH+]1C=CC=CC=1.[NH+]1C=CC=CC=1.[CH3:22][CH:23]([OH:31])[CH2:24][CH2:25][CH2:26][CH2:27][CH2:28][CH2:29][CH3:30]. Product: [CH3:22][C:23](=[O:31])[CH2:24][CH2:25][CH2:26][CH2:27][CH2:28][CH2:29][CH3:30]. The catalyst class is: 4. (6) Reactant: [CH3:1][O:2][C:3](=[O:22])[C:4]1[CH:9]=[CH:8][CH:7]=[C:6]([S:10][C:11]2[C:19]3[C:14](=[CH:15][C:16]([Cl:20])=[CH:17][CH:18]=3)[NH:13][C:12]=2[CH3:21])[CH:5]=1.[H-].[Na+].Br[CH:26]([C:28]1[CH:33]=[CH:32][CH:31]=[CH:30][CH:29]=1)[CH3:27]. Product: [CH3:1][O:2][C:3](=[O:22])[C:4]1[CH:9]=[CH:8][CH:7]=[C:6]([S:10][C:11]2[C:19]3[C:14](=[CH:15][C:16]([Cl:20])=[CH:17][CH:18]=3)[N:13]([CH:26]([C:28]3[CH:33]=[CH:32][CH:31]=[CH:30][CH:29]=3)[CH3:27])[C:12]=2[CH3:21])[CH:5]=1. The catalyst class is: 3. (7) Reactant: [Cl:1][C:2]1[CH:7]=[CH:6][C:5]([C@@H:8]2[CH2:12][NH:11][C:10](=[O:13])[CH2:9]2)=[CH:4][CH:3]=1.[N+:14]([O-])([OH:16])=[O:15].NC(N)=N. Product: [Cl:1][C:2]1[CH:3]=[CH:4][C:5]([C@@H:8]2[CH2:12][NH:11][C:10](=[O:13])[CH2:9]2)=[CH:6][C:7]=1[N+:14]([O-:16])=[O:15]. The catalyst class is: 65. (8) Reactant: [O:1]1[C:5]2[CH:6]=[CH:7][CH:8]=[CH:9][C:4]=2[CH:3]=[C:2]1[C:10]([NH:12][C:13]1([C:19]([NH:21][CH:22]2[CH2:27][CH2:26][N:25]([C:28]3[CH:33]=[CH:32][CH:31]=[CH:30][C:29]=3[N+:34]([O-])=O)[CH2:24][CH:23]2[OH:37])=[O:20])[CH2:18][CH2:17][CH2:16][CH2:15][CH2:14]1)=[O:11].[H][H]. Product: [O:1]1[C:5]2[CH:6]=[CH:7][CH:8]=[CH:9][C:4]=2[CH:3]=[C:2]1[C:10]([NH:12][C:13]1([C:19]([NH:21][CH:22]2[CH2:27][CH2:26][N:25]([C:28]3[CH:33]=[CH:32][CH:31]=[CH:30][C:29]=3[NH2:34])[CH2:24][CH:23]2[OH:37])=[O:20])[CH2:18][CH2:17][CH2:16][CH2:15][CH2:14]1)=[O:11]. The catalyst class is: 19.